From a dataset of Peptide-MHC class II binding affinity with 134,281 pairs from IEDB. Regression. Given a peptide amino acid sequence and an MHC pseudo amino acid sequence, predict their binding affinity value. This is MHC class II binding data. (1) The peptide sequence is AKRMIAISAKVARDI. The MHC is DRB1_1501 with pseudo-sequence DRB1_1501. The binding affinity (normalized) is 0.825. (2) The peptide sequence is SSLGVDDVGTPELEL. The MHC is DRB1_1501 with pseudo-sequence DRB1_1501. The binding affinity (normalized) is 0. (3) The peptide sequence is GELQIVCKIDAAFKI. The MHC is DRB1_1501 with pseudo-sequence DRB1_1501. The binding affinity (normalized) is 0.604.